From a dataset of Full USPTO retrosynthesis dataset with 1.9M reactions from patents (1976-2016). Predict the reactants needed to synthesize the given product. (1) Given the product [OH:46][CH2:45][C:2]1[N:7]=[C:6]([O:8][C:9]2[C:14]3[N:15]=[C:16]([NH:18][C:19](=[O:21])[CH3:20])[S:17][C:13]=3[CH:12]=[CH:11][CH:10]=2)[CH:5]=[C:4]([C:22]2[CH:27]=[CH:26][C:25]([C:28]([F:31])([F:30])[F:29])=[CH:24][CH:23]=2)[N:3]=1, predict the reactants needed to synthesize it. The reactants are: Cl[C:2]1[N:7]=[C:6]([O:8][C:9]2[C:14]3[N:15]=[C:16]([NH:18][C:19](=[O:21])[CH3:20])[S:17][C:13]=3[CH:12]=[CH:11][CH:10]=2)[CH:5]=[C:4]([C:22]2[CH:27]=[CH:26][C:25]([C:28]([F:31])([F:30])[F:29])=[CH:24][CH:23]=2)[N:3]=1.C([Sn]([CH2:45][OH:46])(CCCC)CCCC)CCC. (2) Given the product [F:1][C:2]1[CH:3]=[CH:4][C:5]2[N:9]([C:38]([NH:22][CH2:23][CH:24]3[CH2:29][CH2:28][N:27]([CH2:30][C:31]4([OH:37])[CH2:36][CH2:35][O:34][CH2:33][CH2:32]4)[CH2:26][CH2:25]3)=[O:40])[C:8](=[O:10])[N:7]([CH:11]([CH3:12])[CH3:13])[C:6]=2[CH:14]=1, predict the reactants needed to synthesize it. The reactants are: [F:1][C:2]1[CH:3]=[CH:4][C:5]2[NH:9][C:8](=[O:10])[N:7]([CH:11]([CH3:13])[CH3:12])[C:6]=2[CH:14]=1.C(N(CC)CC)C.[NH2:22][CH2:23][CH:24]1[CH2:29][CH2:28][N:27]([CH2:30][C:31]2([OH:37])[CH2:36][CH2:35][O:34][CH2:33][CH2:32]2)[CH2:26][CH2:25]1.[C:38](OCC)(=[O:40])C. (3) Given the product [F:1][C:2]([F:8])([F:7])[CH2:3][C:4]1[S:6][CH:10]=[C:11]([C:12]([O:14][CH2:15][CH3:16])=[O:13])[N:5]=1, predict the reactants needed to synthesize it. The reactants are: [F:1][C:2]([F:8])([F:7])[CH2:3][C:4](=[S:6])[NH2:5].Br[CH2:10][C:11](=O)[C:12]([O:14][CH2:15][CH3:16])=[O:13]. (4) Given the product [N:1]1[C:6]2[NH:7][C:8]3[C:13]([C:5]=2[CH:4]=[CH:3][CH:2]=1)=[CH:12][CH:11]=[C:10]([O:14][CH2:15][CH2:16][NH2:17])[CH:9]=3, predict the reactants needed to synthesize it. The reactants are: [N:1]1[C:6]2[NH:7][C:8]3[C:13]([C:5]=2[CH:4]=[CH:3][CH:2]=1)=[CH:12][CH:11]=[C:10]([O:14][CH2:15][C:16]#[N:17])[CH:9]=3. (5) Given the product [CH2:17]([O:9][C:8](=[O:14])[C@@H:7]([O:11][CH:10]([CH3:13])[CH3:12])[CH2:6][C:5]1[CH:15]=[CH:16][C:2]([OH:1])=[CH:3][CH:4]=1)[CH3:18], predict the reactants needed to synthesize it. The reactants are: [OH:1][C:2]1[CH:16]=[CH:15][C:5]([CH2:6][C@@H:7]2[O:11][C:10]([CH3:13])([CH3:12])[O:9][C:8]2=[O:14])=[CH:4][CH:3]=1.[CH2:17]([SiH](CC)CC)[CH3:18].C(O)C. (6) Given the product [CH2:15]([C:2]1[CH:11]=[CH:10][C:5]2[C:6](=[O:9])[O:7][CH2:8][C:4]=2[C:3]=1[F:12])[CH:14]=[CH2:13], predict the reactants needed to synthesize it. The reactants are: Br[C:2]1[CH:11]=[CH:10][C:5]2[C:6](=[O:9])[O:7][CH2:8][C:4]=2[C:3]=1[F:12].[CH2:13]([Sn](CCCC)(CCCC)CCCC)[CH:14]=[CH2:15].[Cl-].[Li+].